Dataset: Forward reaction prediction with 1.9M reactions from USPTO patents (1976-2016). Task: Predict the product of the given reaction. (1) Given the reactants [Si:1]([O:8][CH2:9][C:10](=O)[CH2:11][C:12]1[C:13]([CH3:22])=[C:14]2[C:18](=[CH:19][CH:20]=1)[C:17](=[O:21])[O:16][CH2:15]2)([C:4]([CH3:7])([CH3:6])[CH3:5])([CH3:3])[CH3:2].[CH3:24][C:25]1[C:29](=[O:30])[O:28][CH2:27][C:26]=1[N:31]1[CH2:35][CH2:34][C:33]2([CH2:40][CH2:39][NH:38][CH2:37][CH2:36]2)[C:32]1=[O:41].[Na], predict the reaction product. The product is: [Si:1]([O:8][CH2:9][CH:10]([N:38]1[CH2:39][CH2:40][C:33]2([C:32](=[O:41])[N:31]([C:26]3[CH2:27][O:28][C:29](=[O:30])[C:25]=3[CH3:24])[CH2:35][CH2:34]2)[CH2:36][CH2:37]1)[CH2:11][C:12]1[C:13]([CH3:22])=[C:14]2[C:18](=[CH:19][CH:20]=1)[C:17](=[O:21])[O:16][CH2:15]2)([C:4]([CH3:7])([CH3:6])[CH3:5])([CH3:3])[CH3:2]. (2) Given the reactants C([O:3][C:4](=[O:12])[CH2:5][N:6]1[CH:10]=[CH:9][NH:8][C:7]1=[O:11])C.[OH-].[K+:14], predict the reaction product. The product is: [O:11]=[C:7]1[NH:8][CH:9]=[CH:10][N:6]1[CH2:5][C:4]([O-:12])=[O:3].[K+:14].